This data is from Full USPTO retrosynthesis dataset with 1.9M reactions from patents (1976-2016). The task is: Predict the reactants needed to synthesize the given product. (1) Given the product [NH2:1][C:4]1[CH:5]=[CH:6][C:7]([C:10]([N:12]2[C@H:21]3[C@H:16]([CH2:17][CH2:18][CH2:19][CH2:20]3)[CH2:15][CH2:14][CH2:13]2)=[O:11])=[CH:8][CH:9]=1, predict the reactants needed to synthesize it. The reactants are: [N+:1]([C:4]1[CH:9]=[CH:8][C:7]([C:10]([N:12]2[C@H:21]3[C@H:16]([CH2:17][CH2:18][CH2:19][CH2:20]3)[CH2:15][CH2:14][CH2:13]2)=[O:11])=[CH:6][CH:5]=1)([O-])=O. (2) Given the product [CH3:3][CH:2]([O:4][C:5]1[N:6]([C:15]2[CH:20]=[CH:19][C:18]([O:21][CH2:22][C:23]([F:25])([F:26])[F:24])=[CH:17][CH:16]=2)[C:7](=[O:14])[C:8]2[CH2:13][C:12](=[O:29])[NH:11][C:9]=2[N:10]=1)[CH3:1], predict the reactants needed to synthesize it. The reactants are: [CH3:1][CH:2]([O:4][C:5]1[N:6]([C:15]2[CH:20]=[CH:19][C:18]([O:21][CH2:22][C:23]([F:26])([F:25])[F:24])=[CH:17][CH:16]=2)[C:7](=[O:14])[C:8]2[CH:13]=[CH:12][NH:11][C:9]=2[N:10]=1)[CH3:3].C(O)(=[O:29])C.C(O)(=O)C.I(C1C=CC=CC=1)=O. (3) Given the product [CH3:1][O:2][C:3]1[CH:8]=[CH:7][C:6]([CH:9]=[O:10])=[CH:5][CH:4]=1.[S:15](=[O:17])(=[O:16])([OH:19])[OH:18], predict the reactants needed to synthesize it. The reactants are: [CH3:1][O:2][C:3]1[CH:4]=[CH:5][C:6]([CH:9]=[O:10])=[CH:7][CH:8]=1.C(O)(=O)C.[S:15](=[O:19])(=[O:18])([OH:17])[OH:16]. (4) Given the product [NH2:1][C:2]1[C:10]2[C:5](=[CH:6][CH:7]=[CH:8][C:9]=2[F:11])[C:4]([C:19]2[CH:20]=[C:21]([CH3:27])[C:22](=[O:26])[N:23]([CH3:25])[CH:24]=2)([C:12]2[CH:17]=[CH:16][N:15]=[C:14]([C:31]3[CH:32]=[N:33][CH:34]=[C:29]([Cl:28])[CH:30]=3)[CH:13]=2)[N:3]=1, predict the reactants needed to synthesize it. The reactants are: [NH2:1][C:2]1[C:10]2[C:5](=[CH:6][CH:7]=[CH:8][C:9]=2[F:11])[C:4]([C:19]2[CH:20]=[C:21]([CH3:27])[C:22](=[O:26])[N:23]([CH3:25])[CH:24]=2)([C:12]2[CH:17]=[CH:16][N:15]=[C:14](Br)[CH:13]=2)[N:3]=1.[Cl:28][C:29]1[CH:30]=[C:31](B(O)O)[CH:32]=[N:33][CH:34]=1.C(=O)([O-])[O-].[Na+].[Na+]. (5) Given the product [C:1]([CH2:3][C:4]([N:64]1[CH2:63][CH2:62][C:60]2[N:61]=[C:56]([C:53]3[CH:52]=[CH:51][C:50]([NH:49][C:47]([NH:46][CH2:44][CH3:45])=[O:48])=[CH:55][CH:54]=3)[N:57]=[C:58]([N:66]3[CH2:71][CH2:70][O:69][CH2:68][C@@H:67]3[CH3:72])[C:59]=2[CH2:65]1)=[O:6])#[N:2], predict the reactants needed to synthesize it. The reactants are: [C:1]([CH2:3][C:4]([OH:6])=O)#[N:2].CN(C)C=O.ON1C2C=CC=CC=2N=N1.Cl.CN(C)CCCN=C=NCC.C(N(CC)C(C)C)(C)C.Cl.[CH2:44]([NH:46][C:47]([NH:49][C:50]1[CH:55]=[CH:54][C:53]([C:56]2[N:57]=[C:58]([N:66]3[CH2:71][CH2:70][O:69][CH2:68][C@@H:67]3[CH3:72])[C:59]3[CH2:65][NH:64][CH2:63][CH2:62][C:60]=3[N:61]=2)=[CH:52][CH:51]=1)=[O:48])[CH3:45]. (6) Given the product [CH3:1][O:2][C:3](=[O:17])[CH:4]([C:6]1[CH:15]=[CH:14][C:13]2[C:8](=[CH:9][CH:10]=[C:11]([O:16][C:26](=[O:27])[CH2:25][Br:24])[CH:12]=2)[CH:7]=1)[CH3:5], predict the reactants needed to synthesize it. The reactants are: [CH3:1][O:2][C:3](=[O:17])[CH:4]([C:6]1[CH:15]=[CH:14][C:13]2[C:8](=[CH:9][CH:10]=[C:11]([OH:16])[CH:12]=2)[CH:7]=1)[CH3:5].N1C=CC=CC=1.[Br:24][CH2:25][C:26](Cl)=[O:27]. (7) Given the product [OH:1][C:2]1[CH:7]=[CH:6][CH:5]=[C:4]([OH:8])[C:3]=1/[C:9](=[N:21]/[NH:20][C:12](=[O:19])[C:13]1[CH:18]=[CH:17][CH:16]=[CH:15][CH:14]=1)/[CH3:10], predict the reactants needed to synthesize it. The reactants are: [OH:1][C:2]1[CH:7]=[CH:6][CH:5]=[C:4]([OH:8])[C:3]=1[C:9](=O)[CH3:10].[C:12]([NH:20][NH2:21])(=[O:19])[C:13]1[CH:18]=[CH:17][CH:16]=[CH:15][CH:14]=1. (8) The reactants are: [OH:1]/[N:2]=[C:3](/[C:5]1[CH:10]=[CH:9][C:8]([NH:11][C:12]([N:14]2[CH2:22][C:21]3[C:16](=[CH:17][CH:18]=[CH:19][CH:20]=3)[CH2:15]2)=[O:13])=[CH:7][CH:6]=1)\[NH2:4].C(=O)([O-])[O-].[K+].[K+].[Cl:29][CH2:30][C:31](Cl)=O. Given the product [Cl:29][CH2:30][C:31]1[O:1][N:2]=[C:3]([C:5]2[CH:10]=[CH:9][C:8]([NH:11][C:12]([N:14]3[CH2:15][C:16]4[C:21](=[CH:20][CH:19]=[CH:18][CH:17]=4)[CH2:22]3)=[O:13])=[CH:7][CH:6]=2)[N:4]=1, predict the reactants needed to synthesize it. (9) Given the product [CH:23]1([CH2:22][NH:21][C:7]2[CH:8]=[C:9]3[C:4](=[CH:5][CH:6]=2)[N:3]=[C:2]([NH:20][CH2:19][C:17]2[O:18][C:14]([CH3:13])=[CH:15][CH:16]=2)[CH:11]=[CH:10]3)[CH2:25][CH2:24]1, predict the reactants needed to synthesize it. The reactants are: Cl[C:2]1[CH:11]=[CH:10][C:9]2[C:4](=[CH:5][CH:6]=[C:7](Cl)[CH:8]=2)[N:3]=1.[CH3:13][C:14]1[O:18][C:17]([CH2:19][NH2:20])=[CH:16][CH:15]=1.[NH2:21][CH2:22][CH:23]1[CH2:25][CH2:24]1.